This data is from Forward reaction prediction with 1.9M reactions from USPTO patents (1976-2016). The task is: Predict the product of the given reaction. (1) Given the reactants [CH3:1][O:2][C:3]1[CH:4]=[C:5]([CH:11]=[CH:12][C:13](=[O:15])[CH3:14])[CH:6]=[C:7]([O:9][CH3:10])[CH:8]=1.Br[C:17]1[CH:22]=[CH:21][C:20]([O:23][CH3:24])=[C:19]([O:25][CH3:26])[CH:18]=1.CC([O-])=O.[Na+].CCOC(C)=O, predict the reaction product. The product is: [CH3:24][O:23][C:20]1[CH:21]=[C:22]([C:11]([C:5]2[CH:6]=[C:7]([O:9][CH3:10])[CH:8]=[C:3]([O:2][CH3:1])[CH:4]=2)=[CH:12][C:13](=[O:15])[CH3:14])[CH:17]=[CH:18][C:19]=1[O:25][CH3:26]. (2) Given the reactants [CH3:1][S:2][C:3]1[CH:10]=[CH:9][C:6]([C:7]#[N:8])=[CH:5][CH:4]=1.[Cl:11][C:12]1[CH:18]=[CH:17][C:15]([NH2:16])=[CH:14][CH:13]=1, predict the reaction product. The product is: [Cl:11][C:12]1[CH:18]=[CH:17][C:15]([NH:16][C:7]([C:6]2[CH:9]=[CH:10][C:3]([S:2][CH3:1])=[CH:4][CH:5]=2)=[NH:8])=[CH:14][CH:13]=1. (3) Given the reactants [CH3:1][C:2]1[S:3][C:4]([C:8]([OH:10])=[O:9])=[C:5]([CH3:7])[N:6]=1.[Li]CCCC.[F:16][C:17]1[CH:18]=[CH:19][C:20]([C:23]2[C:27]([CH:28]=[O:29])=[CH:26][O:25][N:24]=2)=[N:21][CH:22]=1, predict the reaction product. The product is: [F:16][C:17]1[CH:18]=[CH:19][C:20]([C:23]2[C:27]([CH:28]([OH:29])[CH2:1][C:2]3[S:3][C:4]([C:8]([OH:10])=[O:9])=[C:5]([CH3:7])[N:6]=3)=[CH:26][O:25][N:24]=2)=[N:21][CH:22]=1. (4) The product is: [Li+:2].[Cl-:1].[NH2:3][C@H:4]([C:9]([OH:11])=[O:10])[CH2:5][CH:6]([CH3:8])[CH3:7]. Given the reactants [Cl-:1].[Li+:2].[NH2:3][C@H:4]([C:9]([OH:11])=[O:10])[CH2:5][CH:6]([CH3:8])[CH3:7], predict the reaction product. (5) Given the reactants [CH2:1]1[C:9]2[C:4](=[CH:5][CH:6]=[CH:7][CH:8]=2)[CH2:3][N:2]1[CH2:10][CH:11]([CH:13]1[CH2:18][CH2:17][C:16]([N:21]([CH3:23])[CH3:22])([C:19]#N)[CH2:15][CH2:14]1)[OH:12].[C:24]1([Mg]Cl)[CH:29]=[CH:28]C=[CH:26][CH:25]=1.[Cl-].[NH4+].O, predict the reaction product. The product is: [CH2:3]1[C:4]2[C:9](=[CH:8][CH:7]=[CH:6][CH:5]=2)[CH2:1][N:2]1[CH2:10][CH:11]([CH:13]1[CH2:18][CH2:17][C:16]([N:21]([CH3:23])[CH3:22])([C:19]2[CH:28]=[CH:29][CH:24]=[CH:25][CH:26]=2)[CH2:15][CH2:14]1)[OH:12]. (6) The product is: [CH:19]([N:18]1[C:14]([C:12]2[N:13]=[C:6]3[C:5]4[CH:23]=[CH:24][C:2](/[CH:27]=[CH:26]/[C:25]([O:29][CH3:30])=[O:28])=[CH:3][C:4]=4[O:10][CH2:9][CH2:8][N:7]3[CH:11]=2)=[N:15][C:16]([CH3:22])=[N:17]1)([CH3:21])[CH3:20]. Given the reactants Br[C:2]1[CH:24]=[CH:23][C:5]2[C:6]3[N:7]([CH:11]=[C:12]([C:14]4[N:18]([CH:19]([CH3:21])[CH3:20])[N:17]=[C:16]([CH3:22])[N:15]=4)[N:13]=3)[CH2:8][CH2:9][O:10][C:4]=2[CH:3]=1.[C:25]([O:29][CH3:30])(=[O:28])[CH:26]=[CH2:27].C1(C)C=CC=CC=1P(C1C=CC=CC=1C)C1C=CC=CC=1C.C(N(CC)CC)C, predict the reaction product.